Task: Predict the reaction yield, written as a fraction of the theoretical maximum amount of product (1.0 means a 100% yield; for example, 0.34 means a 34% yield).. Dataset: Reaction yield outcomes from USPTO patents with 853,638 reactions The reactants are [CH3:1][O:2][CH2:3][C:4]([CH3:11])([CH3:10])[C:5](=[O:9])[CH2:6][C:7]#[N:8].[OH-].[Na+].S(O)(O)(=O)=O.O[NH2:20].Cl. The catalyst is O. The product is [CH3:1][O:2][CH2:3][C:4]([C:5]1[O:9][N:8]=[C:7]([NH2:20])[CH:6]=1)([CH3:11])[CH3:10]. The yield is 0.510.